This data is from Catalyst prediction with 721,799 reactions and 888 catalyst types from USPTO. The task is: Predict which catalyst facilitates the given reaction. (1) Product: [Cl:1][C:2]1[CH:3]=[C:4]([C:13]([NH:15][CH2:16][CH:17]2[CH2:22][CH2:21][N:20]([CH2:29][CH:23]3[CH2:28][CH2:27][CH2:26][CH2:25][CH2:24]3)[CH2:19][CH2:18]2)=[O:14])[C:5](=[O:12])[N:6]([CH:9]([CH3:10])[CH3:11])[C:7]=1[CH3:8]. Reactant: [Cl:1][C:2]1[CH:3]=[C:4]([C:13]([NH:15][CH2:16][CH:17]2[CH2:22][CH2:21][NH:20][CH2:19][CH2:18]2)=[O:14])[C:5](=[O:12])[N:6]([CH:9]([CH3:11])[CH3:10])[C:7]=1[CH3:8].[CH:23]1([CH:29]=O)[CH2:28][CH2:27][CH2:26][CH2:25][CH2:24]1.C(O[BH-](OC(=O)C)OC(=O)C)(=O)C.[Na+]. The catalyst class is: 4. (2) Reactant: [N+:1]([C:4]1[CH:5]=[CH:6][C:7]([O:16][CH2:17][CH2:18][CH2:19][N:20]2[CH2:25][CH2:24][O:23][CH2:22][CH2:21]2)=[C:8]([C:10]2[CH:15]=[CH:14][CH:13]=[CH:12][CH:11]=2)[CH:9]=1)([O-])=O. Product: [N:20]1([CH2:19][CH2:18][CH2:17][O:16][C:7]2[C:8]([C:10]3[CH:15]=[CH:14][CH:13]=[CH:12][CH:11]=3)=[CH:9][C:4]([NH2:1])=[CH:5][CH:6]=2)[CH2:25][CH2:24][O:23][CH2:22][CH2:21]1. The catalyst class is: 29. (3) Reactant: [Cl:1][C:2]1[C:3]([NH:23][C:24]2[CH:28]=[C:27]([CH3:29])[NH:26][N:25]=2)=[N:4][C:5]([NH:8][C:9]2[CH:14]=[C:13]([CH3:15])[C:12]([CH:16]3[CH2:21][CH2:20][NH:19][CH2:18][CH2:17]3)=[CH:11][C:10]=2[F:22])=[N:6][CH:7]=1.C(O[C:35]([N:37](C)[C:38]1([C:42](O)=[O:43])[CH2:41][CH2:40][CH2:39]1)=O)(C)(C)C.CN(C(ON1N=NC2C=CC=NC1=2)=[N+](C)C)C.F[P-](F)(F)(F)(F)F.C(N(C(C)C)CC)(C)C. Product: [Cl:1][C:2]1[C:3]([NH:23][C:24]2[CH:28]=[C:27]([CH3:29])[NH:26][N:25]=2)=[N:4][C:5]([NH:8][C:9]2[C:10]([F:22])=[CH:11][C:12]([CH:16]3[CH2:17][CH2:18][N:19]([C:42]([C:38]4([NH:37][CH3:35])[CH2:41][CH2:40][CH2:39]4)=[O:43])[CH2:20][CH2:21]3)=[C:13]([CH3:15])[CH:14]=2)=[N:6][CH:7]=1. The catalyst class is: 3.